From a dataset of Full USPTO retrosynthesis dataset with 1.9M reactions from patents (1976-2016). Predict the reactants needed to synthesize the given product. Given the product [CH3:1][O:2][C:3](=[O:31])[CH2:4][CH2:5][C:6]1[CH:11]=[CH:10][C:9]([O:12][CH:13]([C:15]2[O:19][C:18]([C:20]3[CH:25]=[CH:24][C:23]([B:32]4[O:36][C:35]([CH3:38])([CH3:37])[C:34]([CH3:40])([CH3:39])[O:33]4)=[CH:22][CH:21]=3)=[N:17][C:16]=2[CH:27]([CH3:29])[CH3:28])[CH3:14])=[CH:8][C:7]=1[CH3:30], predict the reactants needed to synthesize it. The reactants are: [CH3:1][O:2][C:3](=[O:31])[CH2:4][CH2:5][C:6]1[CH:11]=[CH:10][C:9]([O:12][CH:13]([C:15]2[O:19][C:18]([C:20]3[CH:25]=[CH:24][C:23](Br)=[CH:22][CH:21]=3)=[N:17][C:16]=2[CH:27]([CH3:29])[CH3:28])[CH3:14])=[CH:8][C:7]=1[CH3:30].[B:32]1([B:32]2[O:36][C:35]([CH3:38])([CH3:37])[C:34]([CH3:40])([CH3:39])[O:33]2)[O:36][C:35]([CH3:38])([CH3:37])[C:34]([CH3:40])([CH3:39])[O:33]1.CC([O-])=O.[K+].